Dataset: NCI-60 drug combinations with 297,098 pairs across 59 cell lines. Task: Regression. Given two drug SMILES strings and cell line genomic features, predict the synergy score measuring deviation from expected non-interaction effect. Drug 1: C1=CC(=C2C(=C1NCCNCCO)C(=O)C3=C(C=CC(=C3C2=O)O)O)NCCNCCO. Drug 2: C1CCC(C(C1)N)N.C(=O)(C(=O)[O-])[O-].[Pt+4]. Cell line: A498. Synergy scores: CSS=40.1, Synergy_ZIP=-3.07, Synergy_Bliss=-1.40, Synergy_Loewe=-5.33, Synergy_HSA=3.33.